From a dataset of Forward reaction prediction with 1.9M reactions from USPTO patents (1976-2016). Predict the product of the given reaction. Given the reactants [Br:1][C:2]1[C:7]([NH2:8])=[CH:6][C:5]([Cl:9])=[CH:4][N:3]=1.[F:10][C:11]([F:23])([F:22])[C:12]1[CH:13]=[C:14]([S:18](Cl)(=[O:20])=[O:19])[CH:15]=[CH:16][CH:17]=1, predict the reaction product. The product is: [Br:1][C:2]1[C:7]([NH:8][S:18]([C:14]2[CH:15]=[CH:16][CH:17]=[C:12]([C:11]([F:10])([F:22])[F:23])[CH:13]=2)(=[O:20])=[O:19])=[CH:6][C:5]([Cl:9])=[CH:4][N:3]=1.